Dataset: Catalyst prediction with 721,799 reactions and 888 catalyst types from USPTO. Task: Predict which catalyst facilitates the given reaction. (1) Reactant: [OH-].[Li+].[CH:3]1([C@H:9]([NH:14][C:15]([C:17]2[CH:22]=[CH:21][C:20]([C:23]3[CH:28]=[CH:27][CH:26]=[CH:25][C:24]=3[O:29][CH3:30])=[CH:19][C:18]=2[NH:31][C:32]([NH:34][C:35]2[C:40]([CH3:41])=[CH:39][C:38]([CH3:42])=[CH:37][C:36]=2[CH3:43])=[O:33])=[O:16])[C:10]([O:12]C)=[O:11])[CH2:8][CH2:7][CH2:6][CH2:5][CH2:4]1.CO.O. Product: [CH:3]1([C@H:9]([NH:14][C:15]([C:17]2[CH:22]=[CH:21][C:20]([C:23]3[CH:28]=[CH:27][CH:26]=[CH:25][C:24]=3[O:29][CH3:30])=[CH:19][C:18]=2[NH:31][C:32]([NH:34][C:35]2[C:40]([CH3:41])=[CH:39][C:38]([CH3:42])=[CH:37][C:36]=2[CH3:43])=[O:33])=[O:16])[C:10]([OH:12])=[O:11])[CH2:8][CH2:7][CH2:6][CH2:5][CH2:4]1. The catalyst class is: 1. (2) Reactant: [CH3:1][S:2]([C:5]1[CH:10]=[CH:9][CH:8]=[CH:7][C:6]=1[S:11](Cl)(=[O:13])=[O:12])(=[O:4])=[O:3].O.[C:16]1([OH:24])[CH:23]=[C:21]([CH3:22])[CH:20]=[C:18]([OH:19])[CH:17]=1.C([O-])(O)=O.[Na+].O. Product: [CH3:1][S:2]([C:5]1[CH:10]=[CH:9][CH:8]=[CH:7][C:6]=1[S:11]([O:19][C:18]1[CH:20]=[C:21]([CH3:22])[CH:23]=[C:16]([OH:24])[CH:17]=1)(=[O:13])=[O:12])(=[O:4])=[O:3]. The catalyst class is: 4. (3) Reactant: [Cl:1][C:2]1[CH:3]=[C:4]([CH:19]=[CH:20][C:21]=1[O:22][CH3:23])[CH2:5][NH:6][C:7]1[C:12]([C:13]([O:15][CH3:16])=[O:14])=[C:11]([Cl:17])[N:10]=[C:9](Cl)[N:8]=1.[OH:24][CH:25]1[CH2:30][CH2:29][NH:28][CH2:27][CH2:26]1.C(N(CC)CC)C. Product: [Cl:1][C:2]1[CH:3]=[C:4]([CH:19]=[CH:20][C:21]=1[O:22][CH3:23])[CH2:5][NH:6][C:7]1[C:12]([C:13]([O:15][CH3:16])=[O:14])=[C:11]([Cl:17])[N:10]=[C:9]([N:28]2[CH2:29][CH2:30][CH:25]([OH:24])[CH2:26][CH2:27]2)[N:8]=1. The catalyst class is: 35.